Task: Predict which catalyst facilitates the given reaction.. Dataset: Catalyst prediction with 721,799 reactions and 888 catalyst types from USPTO Reactant: [C:1]([O:6]CC)(=O)[CH:2]=[N:3][OH:4].[NH2:9][CH2:10][C:11]([N:13]1[CH2:19][CH2:18][CH2:17][CH2:16][CH2:15][CH2:14]1)=[O:12]. Product: [N:13]1([C:11](=[O:12])[CH2:10][NH:9][C:1](=[O:6])[CH:2]=[N:3][OH:4])[CH2:19][CH2:18][CH2:17][CH2:16][CH2:15][CH2:14]1. The catalyst class is: 8.